The task is: Multi-output Regression. Predict 5 antibody developability metrics.. This data is from TAP: 5 developability metrics (CDR length, charge patches, hydrophobicity). (1) Developability metrics: CDR_Length=48.0, PSH=125, PPC=0, PNC=0, SFvCSP=9.00. The antibody is ["['QVQLQESGPGLVKPSETLSLTCTVSGGSISIYYWSWIRQPPGKGLEWIGYVYYSGSTNYNPSLKSRVTISVDTSKNQFSLKLNSVTAADTAVYYCARGGYDFWSGYFDYWGQGTLVTVSS'\\n 'EIVMTQSPATLSVSPGERATLSCRASQSVDSNLAWYRQKPGQAPRLLIYGASTRATGIPARFSGSGSGTEFTLTISSLQSEDFAVYYCQQYINWPPITFGQGTRLEIK']"]. (2) The antibody is ["['EVQLVQSGPELKKPGASVKVSCKASGYTFTNYGMNWVRQAPGQGLEWMGWINTYTGETTYADDFKGRFVFSLDTSVSTAYLQISSLKAEDTAVYYCEREGGVNNWGQGTLVTVSS'\\n 'DIQVTQSPSSLSASVGDRVTITCITSTDIDDDMNWYQQKPGKVPKLLISGGNTLRPGVPSRFSGSGSGTDFTLTISSLQPEDVATYYCLQSDSLPYTFGQGTKVEIK']"]. Developability metrics: CDR_Length=42.0, PSH=127, PPC=0, PNC=3.37, SFvCSP=0. (3) The antibody is ["['EVQLVESGGGVIQPGGSLRLSCAASGFTFDDYAMNWVRQGPGKGLEWVSAISGDGGSTYYADSVKGRFTISRDNSKNSLYLQMNSLRAEDTAFFYCAKDLRNTIFGVVIPDAFDIWGQGTMVTVSS'\\n 'DIQMTQSPSTLSASVGDRVTITCRASQSIRSWLAWYQQKPGKAPKLLIYKASSLESGVPSRFSGSGSGTEFTLTISSLQPDDFATYYCQQYNSYSYTFGQGTKLEIK']"]. Developability metrics: CDR_Length=53.0, PSH=162, PPC=0.0399, PNC=1.73, SFvCSP=-4.00. (4) The antibody is ["['QVQLVQSGAEVKKPGSSVKVSCKASGGTFSYYWIEWVRQAPGQGLEWMGEILPGSGTTNPNEKFKGRVTITADESTSTAYMELSSLRSEDTAVYYCARADYYGSDYVKFDYWGQGTLVTVSS'\\n 'DIQMTQSPSSLSASVGDRVTITCKASQHVITHVTWYQQKPGKAPKLLIYGTSYSYSGVPSRFSGSGSGTDFTLTISSLQPEDFATYYCQQFYEYPLTFGGGTKVEIK']"]. Developability metrics: CDR_Length=49.0, PSH=121, PPC=0, PNC=0.0457, SFvCSP=2.10. (5) The antibody is ["['QVQLVESGGGVVQPGRSLRLSCTASGFTFKNYAMHWVRQAPAKGLEWVATISYDGRNIQYADSVKGRFTFSRDNSQDTLYLQLNSLRPEDTAVYYCARPVRSRWLQLGLEDAFHIWGQGTMVTVSS'\\n 'AIRMTQSPSSFSASTGDRVTITCRASQDIRNYVAWYQQKSGKAPKFLIYAASTLQSGVPSRFSGSGSGTDFTLTINSLQSEDFATYYCQQYYNSPPTFGQGTRVEIT']"]. Developability metrics: CDR_Length=53.0, PSH=136, PPC=0.265, PNC=0, SFvCSP=16.4. (6) The antibody is ["['QVQLQQSGAELARPGASVKMSCKASGYTFTRYTMHWVKQRPGQGLEWIGYINPSRGYTNYNQKFKDKATLTTDKSSSTAYMQLSSLTSEDSAVYYCARYYDDHYCLDYWGQGTTLTVSS'\\n 'QIVLTQSPAIMSASPGEKVTMTCSASSSVSYMNWYQQKSGTSPKRWIYDTSKLASGVPAHFRGSGSGTSYSLTISGMEAEDAATYYCQQWSSNPFTFGSGTKLEIK']"]. Developability metrics: CDR_Length=45.0, PSH=115, PPC=0.142, PNC=1.18, SFvCSP=6.51. (7) The antibody is ["['QVQLVQSGAEVKKPGASVKVSCKASGYTFTNYYMHWVRQAPGQGLEWVGWINPYTGSAFYAQKFRGRVTMTRDTSISTAYMELSRLRSDDTAVYYCAREPEKFDSDDSDVWGRGTLVTVSS'\\n 'QAVLTQPPSVSGAPGQRVTISCTGSSSNIGAGYGVHWYQQLPGTAPKLLIYGDSNRPSGVPDRFSGSKSGTSASLAITGLQAEDEADYYCQSYDNSLSGYVFGGGTQLTVL']"]. Developability metrics: CDR_Length=53.0, PSH=135, PPC=0.00380, PNC=1.90, SFvCSP=0.300. (8) The antibody is ["['EVQLLESGGGLVQPGGSLRLSCAASGFTFSHYIMMWVRQAPGKGLEWVSGIYSSGGITVYADSVKGRFTISRDNSKNTLYLQMNSLRAEDTAVYYCAYRRIGVPRRDEFDIWGQGTMVTVSS'\\n 'DIQMTQSPSTLSASVGDRVTITCRASQSISSWLAWYQQKPGKAPKLLIYKASTLESGVPSRFSGSGSGTEFTLTISSLQPDDFATYYCQQYNTYWTFGQGTKVEIK']"]. Developability metrics: CDR_Length=48.0, PSH=148, PPC=2.48, PNC=1.67, SFvCSP=16.4.